Dataset: Peptide-MHC class II binding affinity with 134,281 pairs from IEDB. Task: Regression. Given a peptide amino acid sequence and an MHC pseudo amino acid sequence, predict their binding affinity value. This is MHC class II binding data. (1) The binding affinity (normalized) is 0.570. The peptide sequence is AAPANDKFTVFEAAF. The MHC is HLA-DPA10103-DPB10401 with pseudo-sequence HLA-DPA10103-DPB10401. (2) The peptide sequence is PQPQLPYPQPELPY. The MHC is DRB1_0301 with pseudo-sequence DRB1_0301. The binding affinity (normalized) is 0.341. (3) The peptide sequence is IQSIPFVHLGHRDNI. The MHC is DRB1_0301 with pseudo-sequence DRB1_0301. The binding affinity (normalized) is 0.0358. (4) The peptide sequence is NPRQAYANYRDIDLG. The MHC is HLA-DQA10104-DQB10503 with pseudo-sequence HLA-DQA10104-DQB10503. The binding affinity (normalized) is 0.380. (5) The peptide sequence is RWQVVAPQLPDDLMI. The MHC is HLA-DQA10104-DQB10503 with pseudo-sequence HLA-DQA10104-DQB10503. The binding affinity (normalized) is 0.100. (6) The peptide sequence is YATFFIKANSKFIGITE. The MHC is HLA-DQA10501-DQB10201 with pseudo-sequence HLA-DQA10501-DQB10201. The binding affinity (normalized) is 0.374. (7) The peptide sequence is NTLYLQMNSLRAEDT. The MHC is DRB3_0101 with pseudo-sequence DRB3_0101. The binding affinity (normalized) is 0.390.